From a dataset of Forward reaction prediction with 1.9M reactions from USPTO patents (1976-2016). Predict the product of the given reaction. (1) Given the reactants COC(=O)[C@H](CO)N[O:6][Si:7]([C:20]([CH3:23])([CH3:22])[CH3:21])([C:14]1[CH:19]=[CH:18][CH:17]=[CH:16][CH:15]=1)[C:8]1[CH:13]=[CH:12][CH:11]=[CH:10][CH:9]=1.[C:27](=[S:29])=S.C([N:32]([CH2:35][CH3:36])CC)C.Cl[C:38]([O:40][CH2:41]C)=[O:39], predict the reaction product. The product is: [CH3:41][O:40][C:38](=[O:39])[C@@H:35]([N:32]=[C:27]=[S:29])[CH2:36][O:6][Si:7]([C:20]([CH3:21])([CH3:23])[CH3:22])([C:14]1[CH:15]=[CH:16][CH:17]=[CH:18][CH:19]=1)[C:8]1[CH:9]=[CH:10][CH:11]=[CH:12][CH:13]=1. (2) Given the reactants [CH2:1]([O:8][C:9]1[C:14]2[C:15]([NH2:18])=[N:16][NH:17][C:13]=2[CH:12]=[CH:11][N:10]=1)[C:2]1[CH:7]=[CH:6][CH:5]=[CH:4][CH:3]=1.[O:19]1[CH2:23][CH2:22][C:21](=[CH:24][C:25]#[N:26])[CH2:20]1.C1CCN2C(=NCCC2)CC1, predict the reaction product. The product is: [NH2:18][C:15]1[C:14]2[C:9]([O:8][CH2:1][C:2]3[CH:3]=[CH:4][CH:5]=[CH:6][CH:7]=3)=[N:10][CH:11]=[CH:12][C:13]=2[N:17]([C:21]2([CH2:24][C:25]#[N:26])[CH2:22][CH2:23][O:19][CH2:20]2)[N:16]=1. (3) Given the reactants [C:1]1([OH:7])[CH:6]=[CH:5][CH:4]=[CH:3][CH:2]=1.[C:8](=O)([O-])[O-].[Cs+].[Cs+].Cl[C:15]1[CH:20]=[CH:19][C:18]([N+:21]([O-:23])=[O:22])=[CH:17][N:16]=1.O, predict the reaction product. The product is: [CH3:8][C:19]1[C:18]([N+:21]([O-:23])=[O:22])=[CH:17][N:16]=[C:15]([O:7][C:1]2[CH:6]=[CH:5][CH:4]=[CH:3][CH:2]=2)[CH:20]=1. (4) Given the reactants [Cl:1][C:2]1[CH:7]=[CH:6][C:5]([Cl:8])=[CH:4][C:3]=1[S:9]([NH:12][C:13]1[CH:18]=[CH:17][C:16](B2OC(C)(C)C(C)(C)O2)=[CH:15][CH:14]=1)(=[O:11])=[O:10].Cl[C:29]1[N:34]=[C:33]2[N:35](C3CCCCO3)[N:36]=[CH:37][C:32]2=[C:31]([N:44]2[CH2:49][CH2:48][O:47][CH2:46][CH2:45]2)[N:30]=1.C(=O)([O-])[O-].[Cs+].[Cs+].O, predict the reaction product. The product is: [Cl:1][C:2]1[CH:7]=[CH:6][C:5]([Cl:8])=[CH:4][C:3]=1[S:9]([NH:12][C:13]1[CH:14]=[CH:15][C:16]([C:29]2[N:34]=[C:33]3[NH:35][N:36]=[CH:37][C:32]3=[C:31]([N:44]3[CH2:45][CH2:46][O:47][CH2:48][CH2:49]3)[N:30]=2)=[CH:17][CH:18]=1)(=[O:10])=[O:11]. (5) The product is: [Si:10]([O:9][CH2:8][C:5]1[CH:6]=[CH:7][C:2]([CH:35]=[O:36])=[CH:3][C:4]=1[CH3:27])([C:23]([CH3:26])([CH3:25])[CH3:24])([C:17]1[CH:22]=[CH:21][CH:20]=[CH:19][CH:18]=1)[C:11]1[CH:16]=[CH:15][CH:14]=[CH:13][CH:12]=1. Given the reactants Br[C:2]1[CH:7]=[CH:6][C:5]([CH2:8][O:9][Si:10]([C:23]([CH3:26])([CH3:25])[CH3:24])([C:17]2[CH:22]=[CH:21][CH:20]=[CH:19][CH:18]=2)[C:11]2[CH:16]=[CH:15][CH:14]=[CH:13][CH:12]=2)=[C:4]([CH3:27])[CH:3]=1.C([Li])CCC.CN(C)[CH:35]=[O:36].[Cl-].[NH4+], predict the reaction product. (6) The product is: [CH:1]1([C:4]([N:6]2[CH2:10][CH2:9][C@@H:8]([CH2:11][NH:12][C:13]3[C:14]([NH2:20])=[CH:15][C:16]([CH3:19])=[CH:17][CH:18]=3)[CH2:7]2)=[O:5])[CH2:3][CH2:2]1. Given the reactants [CH:1]1([C:4]([N:6]2[CH2:10][CH2:9][C@@H:8]([CH2:11][NH:12][C:13]3[CH:18]=[CH:17][C:16]([CH3:19])=[CH:15][C:14]=3[N+:20]([O-])=O)[CH2:7]2)=[O:5])[CH2:3][CH2:2]1, predict the reaction product. (7) Given the reactants [NH2:1][C:2]1[N:7]=[CH:6][N:5]=[C:4]2[N:8]([CH2:12][C:13]3[N:14]([C:25]4[CH:30]=[CH:29][CH:28]=[CH:27][C:26]=4[CH3:31])[C:15](=[O:24])[C:16]4[C:21]([CH:22]=3)=[CH:20][CH:19]=[CH:18][C:17]=4[CH3:23])[N:9]=[C:10](I)[C:3]=12.[CH3:32][C@@H:33]([OH:36])[C:34]#[CH:35].N(C(C)C)C(C)C, predict the reaction product. The product is: [NH2:1][C:2]1[N:7]=[CH:6][N:5]=[C:4]2[N:8]([CH2:12][C:13]3[N:14]([C:25]4[CH:30]=[CH:29][CH:28]=[CH:27][C:26]=4[CH3:31])[C:15](=[O:24])[C:16]4[C:21]([CH:22]=3)=[CH:20][CH:19]=[CH:18][C:17]=4[CH3:23])[N:9]=[C:10]([C:35]#[C:34][C@H:33]([OH:36])[CH3:32])[C:3]=12. (8) Given the reactants C([O:8][C:9]1[C:10](=[O:23])[CH:11]=[C:12]([C:16]([OH:22])([OH:21])[C:17]([F:20])([F:19])[F:18])[N:13]([CH3:15])[CH:14]=1)C1C=CC=CC=1.Cl.[OH-].[Na+], predict the reaction product. The product is: [OH:8][C:9]1[C:10](=[O:23])[CH:11]=[C:12]([C:16]([OH:21])([OH:22])[C:17]([F:18])([F:19])[F:20])[N:13]([CH3:15])[CH:14]=1. (9) Given the reactants [CH2:1]([O:8][C:9]1[CH:14]=[CH:13][C:12]([NH:15][C:16]2[C:21]([C:22]#[N:23])=[CH:20][N:19]=[CH:18][C:17]=2[C:24]2[CH:29]=[CH:28][CH:27]=[C:26]([N+:30]([O-])=O)[CH:25]=2)=[CH:11][C:10]=1[Cl:33])[C:2]1[CH:7]=[CH:6][CH:5]=[CH:4][CH:3]=1.C(O)(=O)C, predict the reaction product. The product is: [NH2:30][C:26]1[CH:25]=[C:24]([C:17]2[CH:18]=[N:19][CH:20]=[C:21]([C:16]=2[NH:15][C:12]2[CH:13]=[CH:14][C:9]([O:8][CH2:1][C:2]3[CH:3]=[CH:4][CH:5]=[CH:6][CH:7]=3)=[C:10]([Cl:33])[CH:11]=2)[C:22]#[N:23])[CH:29]=[CH:28][CH:27]=1.